This data is from Peptide-MHC class I binding affinity with 185,985 pairs from IEDB/IMGT. The task is: Regression. Given a peptide amino acid sequence and an MHC pseudo amino acid sequence, predict their binding affinity value. This is MHC class I binding data. (1) The peptide sequence is YIPSPGIML. The MHC is Mamu-A01 with pseudo-sequence Mamu-A01. The binding affinity (normalized) is 1.00. (2) The peptide sequence is LAGRVPDWL. The MHC is HLA-A01:01 with pseudo-sequence HLA-A01:01. The binding affinity (normalized) is 0. (3) The peptide sequence is KSYEHQTPF. The MHC is HLA-A68:01 with pseudo-sequence HLA-A68:01. The binding affinity (normalized) is 0.126.